From a dataset of NCI-60 drug combinations with 297,098 pairs across 59 cell lines. Regression. Given two drug SMILES strings and cell line genomic features, predict the synergy score measuring deviation from expected non-interaction effect. (1) Drug 1: C1CCC(CC1)NC(=O)N(CCCl)N=O. Drug 2: CC1=C(C(=CC=C1)Cl)NC(=O)C2=CN=C(S2)NC3=CC(=NC(=N3)C)N4CCN(CC4)CCO. Cell line: BT-549. Synergy scores: CSS=36.0, Synergy_ZIP=-5.00, Synergy_Bliss=6.77, Synergy_Loewe=-2.89, Synergy_HSA=6.30. (2) Drug 1: CC1C(C(CC(O1)OC2CC(OC(C2O)C)OC3=CC4=CC5=C(C(=O)C(C(C5)C(C(=O)C(C(C)O)O)OC)OC6CC(C(C(O6)C)O)OC7CC(C(C(O7)C)O)OC8CC(C(C(O8)C)O)(C)O)C(=C4C(=C3C)O)O)O)O. Drug 2: CCCCCOC(=O)NC1=NC(=O)N(C=C1F)C2C(C(C(O2)C)O)O. Cell line: MDA-MB-435. Synergy scores: CSS=22.9, Synergy_ZIP=0.119, Synergy_Bliss=-2.74, Synergy_Loewe=-1.89, Synergy_HSA=-2.27. (3) Drug 1: CC1C(C(CC(O1)OC2CC(CC3=C2C(=C4C(=C3O)C(=O)C5=C(C4=O)C(=CC=C5)OC)O)(C(=O)C)O)N)O.Cl. Drug 2: CCC1(CC2CC(C3=C(CCN(C2)C1)C4=CC=CC=C4N3)(C5=C(C=C6C(=C5)C78CCN9C7C(C=CC9)(C(C(C8N6C=O)(C(=O)OC)O)OC(=O)C)CC)OC)C(=O)OC)O.OS(=O)(=O)O. Cell line: T-47D. Synergy scores: CSS=30.6, Synergy_ZIP=-4.72, Synergy_Bliss=4.63, Synergy_Loewe=-1.65, Synergy_HSA=4.87. (4) Drug 1: COC1=C(C=C2C(=C1)N=CN=C2NC3=CC(=C(C=C3)F)Cl)OCCCN4CCOCC4. Drug 2: CC(C)(C#N)C1=CC(=CC(=C1)CN2C=NC=N2)C(C)(C)C#N. Cell line: MOLT-4. Synergy scores: CSS=16.6, Synergy_ZIP=-0.706, Synergy_Bliss=4.47, Synergy_Loewe=4.69, Synergy_HSA=4.36. (5) Drug 1: CC=C1C(=O)NC(C(=O)OC2CC(=O)NC(C(=O)NC(CSSCCC=C2)C(=O)N1)C(C)C)C(C)C. Drug 2: CCN(CC)CCNC(=O)C1=C(NC(=C1C)C=C2C3=C(C=CC(=C3)F)NC2=O)C. Cell line: NCI-H226. Synergy scores: CSS=12.3, Synergy_ZIP=-1.12, Synergy_Bliss=-1.83, Synergy_Loewe=-45.0, Synergy_HSA=-2.36. (6) Drug 1: CC1=C(C=C(C=C1)C(=O)NC2=CC(=CC(=C2)C(F)(F)F)N3C=C(N=C3)C)NC4=NC=CC(=N4)C5=CN=CC=C5. Drug 2: C(CC(=O)O)C(=O)CN.Cl. Cell line: EKVX. Synergy scores: CSS=7.15, Synergy_ZIP=-1.32, Synergy_Bliss=-1.82, Synergy_Loewe=-0.428, Synergy_HSA=-2.03. (7) Drug 1: CNC(=O)C1=NC=CC(=C1)OC2=CC=C(C=C2)NC(=O)NC3=CC(=C(C=C3)Cl)C(F)(F)F. Drug 2: C1=NC2=C(N1)C(=S)N=CN2. Cell line: U251. Synergy scores: CSS=29.3, Synergy_ZIP=-4.78, Synergy_Bliss=2.71, Synergy_Loewe=-4.66, Synergy_HSA=0.889. (8) Drug 1: CC1C(C(=O)NC(C(=O)N2CCCC2C(=O)N(CC(=O)N(C(C(=O)O1)C(C)C)C)C)C(C)C)NC(=O)C3=C4C(=C(C=C3)C)OC5=C(C(=O)C(=C(C5=N4)C(=O)NC6C(OC(=O)C(N(C(=O)CN(C(=O)C7CCCN7C(=O)C(NC6=O)C(C)C)C)C)C(C)C)C)N)C. Drug 2: B(C(CC(C)C)NC(=O)C(CC1=CC=CC=C1)NC(=O)C2=NC=CN=C2)(O)O. Cell line: HOP-92. Synergy scores: CSS=61.9, Synergy_ZIP=0.619, Synergy_Bliss=5.14, Synergy_Loewe=4.28, Synergy_HSA=5.04. (9) Synergy scores: CSS=66.0, Synergy_ZIP=7.48, Synergy_Bliss=6.70, Synergy_Loewe=-13.2, Synergy_HSA=4.64. Cell line: COLO 205. Drug 2: CS(=O)(=O)CCNCC1=CC=C(O1)C2=CC3=C(C=C2)N=CN=C3NC4=CC(=C(C=C4)OCC5=CC(=CC=C5)F)Cl. Drug 1: CC1=C2C(C(=O)C3(C(CC4C(C3C(C(C2(C)C)(CC1OC(=O)C(C(C5=CC=CC=C5)NC(=O)OC(C)(C)C)O)O)OC(=O)C6=CC=CC=C6)(CO4)OC(=O)C)OC)C)OC.